From a dataset of Reaction yield outcomes from USPTO patents with 853,638 reactions. Predict the reaction yield, written as a fraction of the theoretical maximum amount of product (1.0 means a 100% yield; for example, 0.34 means a 34% yield). (1) The reactants are [Br:1][C:2]1[C:3]([N:20]([CH3:25])[S:21]([CH3:24])(=[O:23])=[O:22])=[CH:4][C:5]2[O:9][C:8]([C:10]3[CH2:14][CH2:13][CH2:12][CH:11]=3)=[C:7]([C:15]([NH:17][CH3:18])=[O:16])[C:6]=2[CH:19]=1.[Zn](CC)[CH2:27]C.C(I)I.[NH4+].[Cl-]. The catalyst is C(Cl)Cl. The product is [C:10]12([C:8]3[O:9][C:5]4[CH:4]=[C:3]([N:20]([CH3:25])[S:21]([CH3:24])(=[O:22])=[O:23])[C:2]([Br:1])=[CH:19][C:6]=4[C:7]=3[C:15]([NH:17][CH3:18])=[O:16])[CH2:27][CH:14]1[CH2:13][CH2:12][CH2:11]2. The yield is 0.480. (2) The reactants are [Cl:1][C:2]1[CH:7]=[C:6]([N+:8]([O-])=O)[C:5]([NH:11][C:12](=O)[CH2:13][C:14]([F:17])([F:16])[F:15])=[C:4]([F:19])[CH:3]=1.B.O1CCCC1. The catalyst is C1COCC1. The product is [Cl:1][C:2]1[CH:7]=[C:6]([NH2:8])[C:5]([NH:11][CH2:12][CH2:13][C:14]([F:15])([F:16])[F:17])=[C:4]([F:19])[CH:3]=1. The yield is 0.820.